Dataset: Experimentally validated miRNA-target interactions with 360,000+ pairs, plus equal number of negative samples. Task: Binary Classification. Given a miRNA mature sequence and a target amino acid sequence, predict their likelihood of interaction. (1) The miRNA is hsa-miR-3065-3p with sequence UCAGCACCAGGAUAUUGUUGGAG. The protein sequence of the target gene is MGRRMRGAAATAGLWLLALGSLLALWGGLLPPRTELPASRPPEDRLPRRPARSGGPAPAPRFPLPPPLAWDARGGSLKTFRALLTLAAGADGPPRQSRSEPRWHVSARQPRPEESAAVHGGVFWSRGLEEQVPPGFSEAQAAAWLEAARGARMVALERGGCGRSSNRLARFADGTRACVRYGINPEQIQGEALSYYLARLLGLQRHVPPLALARVEARGAQWAQVQEELRAAHWTEGSVVSLTRWLPNLTDVVVPAPWRSEDGRLRPLRDAGGELANLSQAELVDLVQWTDLILFDYLTA.... Result: 1 (interaction). (2) The miRNA is hsa-miR-4802-3p with sequence UACAUGGAUGGAAACCUUCAAGC. The protein sequence of the target gene is MSTKNFRVSDGDWICPDKKCGNVNFARRTSCNRCGREKTTEAKMMKAGGTEIGKTLAEKSRGLFSANDWQCKTCSNVNWARRSECNMCNTPKYAKLEERTGYGGGFNERENVEYIEREESDGEYDEFGRKKKKYRGKAVGPASILKEVEDKESEGEEEDEDEDLSKYKLDEDEDEDDADLSKYNLDASEEEDSNKKKSNRRSRSKSRSSHSRSSSRSSSPSSSRSRSRSRSRSSSSSQSRSHSGSREHSRSRGSKSRSSSRSHRGSSSPRKRSYSSSSSSPERDRKRSRSRPSSPAVRKK.... Result: 0 (no interaction). (3) The miRNA is hsa-miR-185-5p with sequence UGGAGAGAAAGGCAGUUCCUGA. The protein sequence of the target gene is MGRRSRGRRLQQQQRPEDAEDGAEGGGKRGEAGWEGGYPEIVKENKLFEHYYQELKIVPEGEWGQFMDALREPLPATLRITGYKSHAKEILHCLKNKYFKELEDLEVDGQKVEVPQPLSWYPEELAWHTNLSRKILRKSPHLEKFHQFLVSETESGNISRQEAVSMIPPLLLNVRPHHKILDMCAAPGSKTTQLIEMLHADMNVPFPEGFVIANDVDNKRCYLLVHQAKRLSSPCIMVVNHDASSIPRLQIDVDGRKEILFYDRILCDVPCSGDGTMRKNIDVWKKWTTLNSLQLHGLQL.... Result: 0 (no interaction). (4) The miRNA is mmu-miR-200a-3p with sequence UAACACUGUCUGGUAACGAUGU. The protein sequence of the target gene is MEDSPTMVRVDSPTMVRGENQVSPCQGRRCFPKALGYVTGDMKELANQLKDKPVVLQFIDWILRGISQVVFVNNPVSGILILVGLLVQNPWWALTGWLGTVVSTLMALLLSQDRSLIASGLYGYNATLVGVLMAVFSDKGDYFWWLLLPVCAMSMTCPIFSSALNSMLSKWDLPVFTLPFNMALSMYLSATGHYNPFFPAKLVIPITTAPNISWSDLSALELLKSIPVGVGQIYGCDNPWTGGIFLGAILLSSPLMCLHAAIGSLLGIAAGLSLSAPFEDIYFGLWGFNSSLACIAMGGM.... Result: 0 (no interaction). (5) The miRNA is mmu-miR-203-3p with sequence GUGAAAUGUUUAGGACCACUAG. The protein sequence of the target gene is MALSKSMHARNRYKDKPPDFAYLASKYPDFKQHIQINLNGRVSLNFKDPEAVRALTCTLLREDFGLSIDIPLERLIPTVPLRLNYIHWVEDLIGHQDSDKTTLRRGIDIGTGASCIYPLLGATLNGWYFLATEVDDMCFNYAKKNVEQNNLSDLIKVVKVPQKTLLMDALKEESEIVYDFCMCNPPFFANQLEAKGVNSRNSRRPPPSSVNTGGITEIMAEGGELEFVKRIIHDSLQLKKRLRWYSCMLGKKCSLAPLKEELRIQGVPKVTFTEFCQGRTMRWALAWSFYDDVTVPSPPS.... Result: 0 (no interaction). (6) The protein sequence of the target gene is MEPFSCDTFVALPPATVDNRIIFGKNSDRLYDEVQEVVYFPAVVHDNLGERLKCTYIEIDQVPETYAVVLSRPAWLWGAEMGANEHGVCIGNEAVWGREEVCDEEALLGMDLVRLGLERADTAEKALNVIVDLLEKYGQGGNCTEGRMVFSYHNSFLIADRNEAWILETAGKYWAAEKVQEGVRNISNQLSITTKIAREHPDMRNYAKRKGWWDGKKEFDFAAAYSYLDTAKMMTSSGRYCEGYKLLNKHKGNITFETMMEILRDKPSGINMEGEFLTTASMVSILPQDSSLPCIHFFTG.... The miRNA is hsa-miR-6872-5p with sequence UCUCGCAUCAGGAGGCAAGG. Result: 0 (no interaction). (7) The miRNA is mmu-miR-24-3p with sequence UGGCUCAGUUCAGCAGGAACAG. The protein sequence of the target gene is MPAGSNEPDGVLSYQRPDEEAVVDQGGTSTILNIHYEKEELEGHRTLYVGVRMPLGRQSHRHHRTHGQKHRRRGGRGKGASQGEEGLEALAHDTPSQRVQFILGTEEDEEHVPHELFTELDEICMKEGEDAEWKETARWLKFEEDVEDGGERWSKPYVATLSLHSLFELRSCLINGSVLLDMRASSIEEISDLILDQQELLRDLSDSVRVKVREALLKKHHHQNERRRNNLIPIVRSFAEVGKKQSDPHSMDRDGQTVSPQSATNLEVKNGVNCEHSPVDLSKVDLHFMKKIPTGAEASN.... Result: 1 (interaction).